From a dataset of Full USPTO retrosynthesis dataset with 1.9M reactions from patents (1976-2016). Predict the reactants needed to synthesize the given product. (1) Given the product [CH3:19][O:20][C:21](=[O:54])[CH2:22][CH2:23][CH2:24][C:25]#[C:26][CH2:27][C@@H:28]1[C@@H:32]([CH2:33][OH:34])[CH2:31][N:30]([CH2:42][C:43]2[CH:48]=[CH:47][C:46]([O:49][CH3:50])=[CH:45][C:44]=2[O:51][CH3:52])[C:29]1=[O:53], predict the reactants needed to synthesize it. The reactants are: [F-].C([N+](CCCC)(CCCC)CCCC)CCC.[CH3:19][O:20][C:21](=[O:54])[CH2:22][CH2:23][CH2:24][C:25]#[C:26][CH2:27][C@@H:28]1[C@@H:32]([CH2:33][O:34][Si](C(C)(C)C)(C)C)[CH2:31][N:30]([CH2:42][C:43]2[CH:48]=[CH:47][C:46]([O:49][CH3:50])=[CH:45][C:44]=2[O:51][CH3:52])[C:29]1=[O:53]. (2) The reactants are: [OH-].[K+].C([O:5][C:6](=[O:16])[C:7]([NH:9][C:10]1[CH:15]=[CH:14][CH:13]=[CH:12][CH:11]=1)=[O:8])C. Given the product [C:10]1([NH:9][C:7](=[O:8])[C:6]([OH:16])=[O:5])[CH:11]=[CH:12][CH:13]=[CH:14][CH:15]=1, predict the reactants needed to synthesize it. (3) The reactants are: [C:1]([Cl:5])(Cl)(Cl)Cl.C([O:9][C:10]1[CH:19]=[C:18]2[C:13](C(=O)[NH:15][CH:16]=[N:17]2)=[C:12]([O:21][CH:22]2[CH2:27][CH2:26][O:25][CH2:24][CH2:23]2)[CH:11]=1)(=O)C.C1(P(C2C=CC=CC=2)C2C=CC=CC=2)C=CC=CC=1. Given the product [Cl:5][C:1]1[C:13]2[C:18](=[CH:19][C:10]([OH:9])=[CH:11][C:12]=2[O:21][CH:22]2[CH2:23][CH2:24][O:25][CH2:26][CH2:27]2)[N:17]=[CH:16][N:15]=1, predict the reactants needed to synthesize it. (4) Given the product [NH2:33][C:32]1[C:27]2[N:26]=[C:3]([C:5]3[CH:10]=[CH:9][C:8]([C:11]45[CH2:16][CH2:15][C:14]([CH2:19][C:20]([O:22][CH3:23])=[O:21])([CH2:13][CH2:12]4)[CH2:17][CH2:18]5)=[CH:7][CH:6]=3)[C:2]([CH3:24])([CH3:25])[O:34][C:28]=2[N:29]=[CH:30][N:31]=1, predict the reactants needed to synthesize it. The reactants are: Br[C:2]([CH3:25])([CH3:24])[C:3]([C:5]1[CH:10]=[CH:9][C:8]([C:11]23[CH2:18][CH2:17][C:14]([CH2:19][C:20]([O:22][CH3:23])=[O:21])([CH2:15][CH2:16]2)[CH2:13][CH2:12]3)=[CH:7][CH:6]=1)=O.[NH2:26][C:27]1[C:28]([OH:34])=[N:29][CH:30]=[N:31][C:32]=1[NH2:33].Cl. (5) Given the product [C@:1]12([CH2:11][S:12]([OH:15])(=[O:13])=[O:14])[C:8]([CH3:10])([CH3:9])[CH:5]([CH2:6][CH2:7]1)[CH2:4][C:2]2=[O:3].[NH:16]1[CH2:20][CH2:19][C@H:18](/[CH:21]=[CH:22]/[C:23]2[CH:28]=[N:27][CH:26]=[N:25][CH:24]=2)[CH2:17]1, predict the reactants needed to synthesize it. The reactants are: [C@:1]12([CH2:11][S:12]([OH:15])(=[O:14])=[O:13])[C:8]([CH3:10])([CH3:9])[CH:5]([CH2:6][CH2:7]1)[CH2:4][C:2]2=[O:3].[NH:16]1[CH2:20][CH2:19][C@H:18](/[CH:21]=[CH:22]/[C:23]2[CH:24]=[N:25][CH:26]=[N:27][CH:28]=2)[CH2:17]1.CC(O)C. (6) Given the product [CH2:1]([NH:6][C:7]([C:9]1[N:10]=[N:11][C:12]([N:29]2[CH2:30][CH2:31][CH:26]([N:19]3[C:20]4[C:25](=[CH:24][CH:23]=[CH:22][CH:21]=4)[C:17]([F:16])([F:33])[C:18]3=[O:32])[CH2:27][CH2:28]2)=[CH:13][CH:14]=1)=[O:8])[CH2:2][CH2:3][CH2:4][CH3:5], predict the reactants needed to synthesize it. The reactants are: [CH2:1]([NH:6][C:7]([C:9]1[N:10]=[N:11][C:12](Cl)=[CH:13][CH:14]=1)=[O:8])[CH2:2][CH2:3][CH2:4][CH3:5].[F:16][C:17]1([F:33])[C:25]2[C:20](=[CH:21][CH:22]=[CH:23][CH:24]=2)[N:19]([CH:26]2[CH2:31][CH2:30][NH:29][CH2:28][CH2:27]2)[C:18]1=[O:32]. (7) Given the product [C:5]([CH:4]([CH2:1][CH:2]=[CH2:3])[CH2:15][CH:16]=[CH2:17])([O:7][CH2:8][CH3:9])=[O:6].[C:41]([NH:59][C:53]1[C:52]([F:51])=[CH:57][NH:56][C:55](=[O:58])[N:54]=1)(=[O:43])[CH3:42], predict the reactants needed to synthesize it. The reactants are: [CH2:1]([C:4]([CH2:15][CH:16]=[CH2:17])(C(OCC)=O)[C:5]([O:7][CH2:8][CH3:9])=[O:6])[CH:2]=[CH2:3].C(C(CC=C)CC=C)(OCC)=O.C(O[C@H]1C[C@@H](CO[C:41](=[O:43])[CH3:42])C=C1)(=O)C.C1CC=CC=1.C=O.[F:51][C:52]1[C:53]([NH2:59])=[N:54][C:55](=[O:58])[NH:56][CH:57]=1.C(OC1C=CC([N+]([O-])=O)=CC=1)(=O)C.